Dataset: Full USPTO retrosynthesis dataset with 1.9M reactions from patents (1976-2016). Task: Predict the reactants needed to synthesize the given product. The reactants are: [CH3:1][CH:2]([C:4]1[CH:9]=[CH:8][C:7]([S:10](Cl)(=[O:12])=[O:11])=[CH:6][CH:5]=1)[CH3:3].[I:14][C:15]1[CH:21]=[C:20]([C:22]([F:25])([F:24])[F:23])[CH:19]=[CH:18][C:16]=1[NH2:17].Cl. Given the product [I:14][C:15]1[CH:21]=[C:20]([C:22]([F:24])([F:25])[F:23])[CH:19]=[CH:18][C:16]=1[NH:17][S:10]([C:7]1[CH:8]=[CH:9][C:4]([CH:2]([CH3:3])[CH3:1])=[CH:5][CH:6]=1)(=[O:12])=[O:11], predict the reactants needed to synthesize it.